Dataset: Reaction yield outcomes from USPTO patents with 853,638 reactions. Task: Predict the reaction yield, written as a fraction of the theoretical maximum amount of product (1.0 means a 100% yield; for example, 0.34 means a 34% yield). The reactants are [C:1]([C:3]1[CH:12]=[CH:11][C:10]2[C:5](=[CH:6][CH:7]=[C:8]([N+:13]([O-])=O)[CH:9]=2)[N:4]=1)#[N:2]. The catalyst is CCOC(C)=O.CO.[H][H].[Pd]. The product is [C:1]([C:3]1[CH:12]=[CH:11][C:10]2[C:5](=[CH:6][CH:7]=[C:8]([NH2:13])[CH:9]=2)[N:4]=1)#[N:2]. The yield is 0.790.